This data is from Reaction yield outcomes from USPTO patents with 853,638 reactions. The task is: Predict the reaction yield, written as a fraction of the theoretical maximum amount of product (1.0 means a 100% yield; for example, 0.34 means a 34% yield). (1) The product is [C:18](=[O:26])([S:25][C:13]1[CH:12]=[C:11]2[C:16](=[CH:15][CH:14]=1)[N:8]([C:5]1[CH:6]=[CH:7][C:2]([F:1])=[CH:3][CH:4]=1)[N:9]=[CH:10]2)[C:19]1[CH:24]=[CH:23][CH:22]=[CH:21][CH:20]=1. The yield is 0.200. The reactants are [F:1][C:2]1[CH:7]=[CH:6][C:5]([N:8]2[C:16]3[C:11](=[CH:12][C:13](I)=[CH:14][CH:15]=3)[CH:10]=[N:9]2)=[CH:4][CH:3]=1.[C:18]([OH:26])(=[S:25])[C:19]1[CH:24]=[CH:23][CH:22]=[CH:21][CH:20]=1.CC1C=NC2C(C=1C)=CC=C1C=2N=CC(C)=C1C.C(NC(C)C)(C)C. The catalyst is C1(C)C=CC=CC=1.CCOC(C)=O.[I+].[Cu+]. (2) The reactants are [CH3:1][N:2]1[C@H:6]([CH2:7][O:8][CH:9]2[CH2:14][CH2:13][CH2:12][CH2:11][O:10]2)[CH2:5][CH2:4][C:3]1=O.[CH3:16][CH2:17][Mg+].[Br-]. The catalyst is C1COCC1. The product is [CH3:1][N:2]1[C@H:6]([CH2:7][O:8][CH:9]2[CH2:14][CH2:13][CH2:12][CH2:11][O:10]2)[CH2:5][CH2:4][C:3]21[CH2:17][CH2:16]2. The yield is 0.100. (3) The yield is 0.0400. The reactants are [CH2:1]([C@H:8]([NH:16][C:17]([C:19]1[NH:23][C:22]2[S:24][C:25](Br)=[CH:26][C:21]=2[CH:20]=1)=[O:18])[C:9]([N:11]1[CH2:14][CH:13]([OH:15])[CH2:12]1)=[O:10])[C:2]1[CH:7]=[CH:6][CH:5]=[CH:4][CH:3]=1.C(NC(C)C)(C)C.[CH3:35][Si:36]([C:39]#[CH:40])([CH3:38])[CH3:37].O. The catalyst is O1CCCC1.[Cu]I.Cl[Pd](Cl)([P](C1C=CC=CC=1)(C1C=CC=CC=1)C1C=CC=CC=1)[P](C1C=CC=CC=1)(C1C=CC=CC=1)C1C=CC=CC=1. The product is [CH2:1]([C@H:8]([NH:16][C:17]([C:19]1[NH:23][C:22]2[S:24][C:25]([C:40]#[C:39][Si:36]([CH3:38])([CH3:37])[CH3:35])=[CH:26][C:21]=2[CH:20]=1)=[O:18])[C:9]([N:11]1[CH2:14][CH:13]([OH:15])[CH2:12]1)=[O:10])[C:2]1[CH:7]=[CH:6][CH:5]=[CH:4][CH:3]=1. (4) The reactants are CCN(C(C)C)C(C)C.CCN=C=NCCCN(C)C.Cl.C1C=CC2N(O)N=NC=2C=1.[C:32]([O:36][C:37]([N:39]1[CH2:44][CH2:43][N:42]2[CH:45]=[C:46]([C:48]([OH:50])=O)[N:47]=[C:41]2[CH2:40]1)=[O:38])([CH3:35])([CH3:34])[CH3:33].[N:51]1[CH:56]=[CH:55][C:54]([N:57]2[CH2:62][CH2:61][C:60]3([CH2:67][CH2:66][NH:65][CH2:64][CH2:63]3)[CH2:59][CH2:58]2)=[CH:53][CH:52]=1. The catalyst is C(Cl)Cl. The product is [N:51]1[CH:52]=[CH:53][C:54]([N:57]2[CH2:62][CH2:61][C:60]3([CH2:63][CH2:64][N:65]([C:48]([C:46]4[N:47]=[C:41]5[CH2:40][N:39]([C:37]([O:36][C:32]([CH3:33])([CH3:34])[CH3:35])=[O:38])[CH2:44][CH2:43][N:42]5[CH:45]=4)=[O:50])[CH2:66][CH2:67]3)[CH2:59][CH2:58]2)=[CH:55][CH:56]=1. The yield is 0.630. (5) The reactants are [Cl:1][C:2]1[CH:3]=[C:4]([NH:8][C:9]2[C:18]3[C:13](=[C:14](C(N(C)C)=O)[CH:15]=[C:16]([NH:19][CH2:20][C:21]4[CH:22]=[N:23][CH:24]=[CH:25][CH:26]=4)[CH:17]=3)[N:12]=[CH:11][C:10]=2[C:32]#[N:33])[CH:5]=[CH:6][CH:7]=1.[CH:34]([NH2:36])=[O:35]. No catalyst specified. The product is [Cl:1][C:2]1[CH:3]=[C:4]([NH:8][C:9]2[C:18]3[C:13](=[C:14]([NH:36][CH:34]=[O:35])[CH:15]=[C:16]([NH:19][CH2:20][C:21]4[CH:22]=[N:23][CH:24]=[CH:25][CH:26]=4)[CH:17]=3)[N:12]=[CH:11][C:10]=2[C:32]#[N:33])[CH:5]=[CH:6][CH:7]=1. The yield is 0.0260. (6) The reactants are Cl.[NH2:2][C:3]1([CH2:6][CH2:7][OH:8])[CH2:5][CH2:4]1.O.C(N(CC)CC)C.[C:17](O[C:17]([O:19][C:20]([CH3:23])([CH3:22])[CH3:21])=[O:18])([O:19][C:20]([CH3:23])([CH3:22])[CH3:21])=[O:18]. The catalyst is O1CCCC1. The product is [OH:8][CH2:7][CH2:6][C:3]1([NH:2][C:17](=[O:18])[O:19][C:20]([CH3:23])([CH3:22])[CH3:21])[CH2:5][CH2:4]1. The yield is 0.710. (7) The catalyst is CN(C=O)C.[Zn].C1C=CC(/C=C/C(/C=C/C2C=CC=CC=2)=O)=CC=1.C1C=CC(/C=C/C(/C=C/C2C=CC=CC=2)=O)=CC=1.C1C=CC(/C=C/C(/C=C/C2C=CC=CC=2)=O)=CC=1.[Pd].[Pd].II. The product is [C:10]([O:9][C:7]([C@@H:4]([CH2:5][C:26]1[CH:16]=[CH:17][C:18]2[O:22][C:21]([F:23])([F:24])[O:20][C:19]=2[CH:25]=1)[C:3]([O:2][CH3:1])=[O:14])=[O:8])([CH3:13])([CH3:12])[CH3:11]. The yield is 0.499. The reactants are [CH3:1][O:2][C:3](=[O:14])[C@H:4]([C:7]([O:9][C:10]([CH3:13])([CH3:12])[CH3:11])=[O:8])[CH2:5]I.Br[C:16]1[CH:26]=[CH:25][C:19]2[O:20][C:21]([F:24])([F:23])[O:22][C:18]=2[CH:17]=1.